Dataset: Full USPTO retrosynthesis dataset with 1.9M reactions from patents (1976-2016). Task: Predict the reactants needed to synthesize the given product. (1) Given the product [C:1]([O:5][C:6]([N:8]1[C:17]2[C:12](=[CH:13][CH:14]=[CH:15][CH:16]=2)[CH2:11][C:10]([CH3:20])([CH3:19])[CH2:9]1)=[O:7])([CH3:4])([CH3:2])[CH3:3], predict the reactants needed to synthesize it. The reactants are: [C:1]([O:5][C:6]([N:8]1[C:17]2[C:12](=[CH:13][CH:14]=[CH:15][CH:16]=2)[C:11](=O)[C:10]([CH3:20])([CH3:19])[CH2:9]1)=[O:7])([CH3:4])([CH3:3])[CH3:2].[BH4-].[Na+]. (2) Given the product [NH2:2][CH2:1][C:3]1[CH:4]=[CH:5][CH:6]=[C:7]2[C:11]=1[NH:10][C:9]([C:12]([NH2:14])=[O:13])=[C:8]2[S:15]([N:18]1[CH2:19][CH2:20][O:21][CH2:22][CH2:23]1)(=[O:17])=[O:16], predict the reactants needed to synthesize it. The reactants are: [C:1]([C:3]1[CH:4]=[CH:5][CH:6]=[C:7]2[C:11]=1[NH:10][C:9]([C:12]([NH2:14])=[O:13])=[C:8]2[S:15]([N:18]1[CH2:23][CH2:22][O:21][CH2:20][CH2:19]1)(=[O:17])=[O:16])#[N:2]. (3) Given the product [CH:1]1([N:4]2[C:8]3[C:9]([O:19][C@@H:20]([C@H:22]4[CH2:26][NH:25][C:24](=[O:27])[CH2:23]4)[CH3:21])=[N:10][C:11]([C:33]4[CH:34]=[CH:35][C:36]([O:37][CH3:38])=[C:31]([O:30][CH2:28][CH3:29])[CH:32]=4)=[CH:12][C:7]=3[N:6]=[CH:5]2)[CH2:2][CH2:3]1, predict the reactants needed to synthesize it. The reactants are: [CH:1]1([N:4]2[C:8]3[C:9]([O:19][C@@H:20]([C@H:22]4[CH2:26][NH:25][C:24](=[O:27])[CH2:23]4)[CH3:21])=[N:10][C:11](C4C=CN=CC=4)=[CH:12][C:7]=3[N:6]=[CH:5]2)[CH2:3][CH2:2]1.[CH2:28]([O:30][C:31]1[CH:32]=[C:33](B(O)O)[CH:34]=[CH:35][C:36]=1[O:37][CH3:38])[CH3:29]. (4) Given the product [C:1]([C:3]1[CH:4]=[C:5]([C:16](=[O:24])[C:17]2[CH:22]=[CH:21][C:20]([N:29]3[CH:33]=[CH:32][N:31]=[CH:30]3)=[CH:19][CH:18]=2)[N:6]2[C:15]3[C:10](=[CH:11][CH:12]=[CH:13][CH:14]=3)[CH:9]=[CH:8][C:7]=12)#[N:2], predict the reactants needed to synthesize it. The reactants are: [C:1]([C:3]1[CH:4]=[C:5]([C:16](=[O:24])[C:17]2[CH:22]=[CH:21][C:20](F)=[CH:19][CH:18]=2)[N:6]2[C:15]3[C:10](=[CH:11][CH:12]=[CH:13][CH:14]=3)[CH:9]=[CH:8][C:7]=12)#[N:2].C(=O)([O-])[O-].[NH:29]1[CH:33]=[CH:32][N:31]=[CH:30]1. (5) Given the product [OH:15][C:14]1[C:13]2[C:8](=[CH:9][C:10]([O:16][C:17]3[CH:18]=[CH:19][CH:20]=[CH:21][CH:22]=3)=[CH:11][CH:12]=2)[CH:7]=[N:6][C:5]=1[C:3]([NH:23][CH2:24][CH2:25][CH2:26][C:27]([OH:29])=[O:28])=[O:4], predict the reactants needed to synthesize it. The reactants are: CO[C:3]([C:5]1[N:6]=[CH:7][C:8]2[C:13]([C:14]=1[OH:15])=[CH:12][CH:11]=[C:10]([O:16][C:17]1[CH:22]=[CH:21][CH:20]=[CH:19][CH:18]=1)[CH:9]=2)=[O:4].[NH2:23][CH2:24][CH2:25][CH2:26][C:27]([OH:29])=[O:28].C[O-].[Na+]. (6) Given the product [Cl:1][C:2]1[C:9]([CH3:10])=[C:8]([N:11]2[C@H:15]([C:16]([F:17])([F:18])[F:19])[C@@H:14]3[C:20](=[N:32][OH:33])[CH2:21][CH2:22][N:13]3[C:12]2=[O:24])[CH:7]=[CH:6][C:3]=1[C:4]#[N:5], predict the reactants needed to synthesize it. The reactants are: [Cl:1][C:2]1[C:9]([CH3:10])=[C:8]([N:11]2[C@H:15]([C:16]([F:19])([F:18])[F:17])[C@@H:14]3[C:20](=O)[CH2:21][CH2:22][N:13]3[C:12]2=[O:24])[CH:7]=[CH:6][C:3]=1[C:4]#[N:5].N1C=CC=CC=1.Cl.[NH2:32][OH:33]. (7) Given the product [CH2:19]([NH:21][C:22]1[N:23]=[CH:24][C:25]([NH:28][C:12]([C:10]2[N:11]=[C:7]([C:1]3[CH:2]=[CH:3][CH:4]=[CH:5][CH:6]=3)[O:8][C:9]=2[C:15]([F:18])([F:17])[F:16])=[O:14])=[CH:26][CH:27]=1)[CH3:20], predict the reactants needed to synthesize it. The reactants are: [C:1]1([C:7]2[O:8][C:9]([C:15]([F:18])([F:17])[F:16])=[C:10]([C:12]([OH:14])=O)[N:11]=2)[CH:6]=[CH:5][CH:4]=[CH:3][CH:2]=1.[CH2:19]([NH:21][C:22]1[CH:27]=[CH:26][C:25]([NH2:28])=[CH:24][N:23]=1)[CH3:20]. (8) Given the product [Br:1][C:2]1[CH:3]=[C:4]([NH:5][CH2:15][C:11]2[CH:10]=[N:9][CH:14]=[CH:13][CH:12]=2)[CH:6]=[CH:7][CH:8]=1, predict the reactants needed to synthesize it. The reactants are: [Br:1][C:2]1[CH:3]=[C:4]([CH:6]=[CH:7][CH:8]=1)[NH2:5].[N:9]1[CH:14]=[CH:13][CH:12]=[C:11]([CH:15]=O)[CH:10]=1.[BH4-].[Na+]. (9) Given the product [F:1][C:2]1[CH:3]=[C:4]([C@H:9]2[CH2:14][C@H:13]([C:15]3[O:22][NH:29][C:17](=[O:18])[CH:16]=3)[CH2:12][CH2:11][N:10]2[C:23]([O:25][CH3:26])=[O:24])[CH:5]=[CH:6][C:7]=1[F:8], predict the reactants needed to synthesize it. The reactants are: [F:1][C:2]1[CH:3]=[C:4]([C@H:9]2[CH2:14][C@H:13]([C:15](=[O:22])[CH2:16][C:17](OCC)=[O:18])[CH2:12][CH2:11][N:10]2[C:23]([O:25][CH3:26])=[O:24])[CH:5]=[CH:6][C:7]=1[F:8].[OH-].[Na+].[NH2:29]O.Cl.